From a dataset of Peptide-MHC class I binding affinity with 185,985 pairs from IEDB/IMGT. Regression. Given a peptide amino acid sequence and an MHC pseudo amino acid sequence, predict their binding affinity value. This is MHC class I binding data. (1) The peptide sequence is VPLAGPLIA. The MHC is HLA-B51:01 with pseudo-sequence HLA-B51:01. The binding affinity (normalized) is 0.112. (2) The peptide sequence is DRYPANAIV. The MHC is HLA-B58:01 with pseudo-sequence HLA-B58:01. The binding affinity (normalized) is 0.0847. (3) The MHC is HLA-A02:19 with pseudo-sequence HLA-A02:19. The peptide sequence is DWMDRIEEF. The binding affinity (normalized) is 0.0847. (4) The peptide sequence is WKTWGKAKIL. The MHC is HLA-B08:01 with pseudo-sequence HLA-B08:01. The binding affinity (normalized) is 0.264. (5) The binding affinity (normalized) is 0.0847. The peptide sequence is WLGDVWQEK. The MHC is HLA-B15:01 with pseudo-sequence HLA-B15:01.